The task is: Predict the reactants needed to synthesize the given product.. This data is from Full USPTO retrosynthesis dataset with 1.9M reactions from patents (1976-2016). (1) Given the product [C:6]([O:10][C:11]([C:2]([NH2:1])([OH:5])[CH2:3][CH3:4])=[O:12])([CH3:9])([CH3:8])[CH3:7], predict the reactants needed to synthesize it. The reactants are: [NH2:1][CH:2]([OH:5])[CH2:3][CH3:4].[C:6]([O:10][C:11](O[C:11]([O:10][C:6]([CH3:9])([CH3:8])[CH3:7])=[O:12])=[O:12])([CH3:9])([CH3:8])[CH3:7]. (2) Given the product [CH2:3]([O:5][C:6]([CH:7]1[CH2:37][CH:22]([S:24]([C:27]2[CH:32]=[CH:31][CH:30]=[CH:29][C:28]=2[C:33]([F:34])([F:36])[F:35])(=[O:25])=[O:26])[CH2:23][N:8]1[C:9]1[CH:14]=[CH:13][CH:12]=[CH:11][C:10]=1[C:15]1[CH:20]=[CH:19][CH:18]=[CH:17][CH:16]=1)=[O:21])[CH3:4], predict the reactants needed to synthesize it. The reactants are: C=O.[CH2:3]([O:5][C:6](=[O:21])[CH2:7][NH:8][C:9]1[CH:14]=[CH:13][CH:12]=[CH:11][C:10]=1[C:15]1[CH:20]=[CH:19][CH:18]=[CH:17][CH:16]=1)[CH3:4].[CH:22]([S:24]([C:27]1[CH:32]=[CH:31][CH:30]=[CH:29][C:28]=1[C:33]([F:36])([F:35])[F:34])(=[O:26])=[O:25])=[CH2:23].[C:37](O)(=O)C.